This data is from Full USPTO retrosynthesis dataset with 1.9M reactions from patents (1976-2016). The task is: Predict the reactants needed to synthesize the given product. (1) The reactants are: CC1[N:3]([C:8]2[CH:9]=[C:10]([C:15]3[C:16](=[O:22])[N:17]([CH3:21])[N:18]=[CH:19][CH:20]=3)[CH:11]=[CH:12][C:13]=2[CH3:14])C(C)=CC=1.Cl.ON.C(N(CC)CC)C. Given the product [NH2:3][C:8]1[CH:9]=[C:10]([C:15]2[C:16](=[O:22])[N:17]([CH3:21])[N:18]=[CH:19][CH:20]=2)[CH:11]=[CH:12][C:13]=1[CH3:14], predict the reactants needed to synthesize it. (2) The reactants are: [C:1]1([C:9]([CH:11]([C:13]2[CH:20]=[CH:19][C:16]([O:17][CH3:18])=[CH:15][CH:14]=2)O)=O)[CH:8]=[CH:7][C:4]([O:5][CH3:6])=[CH:3][CH:2]=1.[CH3:21][NH:22][C:23]([NH2:25])=[S:24]. Given the product [CH3:6][O:5][C:4]1[CH:7]=[CH:8][C:1]([C:9]2[N:25]=[C:23]([SH:24])[N:22]([CH3:21])[C:11]=2[C:13]2[CH:20]=[CH:19][C:16]([O:17][CH3:18])=[CH:15][CH:14]=2)=[CH:2][CH:3]=1, predict the reactants needed to synthesize it. (3) Given the product [CH:1]1([C:4]2[CH:12]=[C:11]([C:13]([F:16])([F:15])[F:14])[CH:10]=[CH:9][C:5]=2[C:6]([NH:65][C:53]2([C:59]3[CH:64]=[CH:63][CH:62]=[CH:61][CH:60]=3)[CH2:54][CH2:55][CH:56]3[N:51]([CH3:50])[CH:52]2[CH2:58][CH2:57]3)=[O:8])[CH2:2][CH2:3]1, predict the reactants needed to synthesize it. The reactants are: [CH:1]1([C:4]2[CH:12]=[C:11]([C:13]([F:16])([F:15])[F:14])[CH:10]=[CH:9][C:5]=2[C:6]([OH:8])=O)[CH2:3][CH2:2]1.CN(C(ON1N=NC2C=CC=NC1=2)=[N+](C)C)C.F[P-](F)(F)(F)(F)F.C(N(C(C)C)C(C)C)C.[CH3:50][N:51]1[CH:56]2[CH2:57][CH2:58][CH:52]1[C:53]([NH2:65])([C:59]1[CH:64]=[CH:63][CH:62]=[CH:61][CH:60]=1)[CH2:54][CH2:55]2. (4) The reactants are: [CH3:1][O:2][C:3]1[CH:4]=[C:5]([CH:32]=[CH:33][C:34]=1[O:35][CH3:36])[CH2:6][CH:7]1[C:13]2[CH:14]=[C:15]([O:20][CH3:21])[C:16]([O:18][CH3:19])=[CH:17][C:12]=2[CH2:11][CH2:10][CH2:9]N1C(C1C=CC=CC=1)C(O)=O.[CH2:37]([CH2:39][NH2:40])[OH:38]. Given the product [CH3:1][O:2][C:3]1[CH:4]=[C:5]([CH:32]=[CH:33][C:34]=1[O:35][CH3:36])[CH2:6][CH:7]1[C:13]2[CH:14]=[C:15]([O:20][CH3:21])[C:16]([O:18][CH3:19])=[CH:17][C:12]=2[CH2:11][CH2:10][CH2:9][N:40]1[CH:39]([C:3]1[CH:4]=[CH:5][CH:32]=[CH:33][CH:34]=1)[C:37]([NH:40][CH2:39][CH2:37][OH:38])=[O:38], predict the reactants needed to synthesize it. (5) Given the product [C:56]([O:55][C@@H:51]([C@H:50]([O:49][C:47](=[O:48])[C:44]1[CH:43]=[CH:42][CH:41]=[CH:46][CH:45]=1)[C:64]([OH:66])=[O:65])[C:52]([OH:54])=[O:53])(=[O:57])[C:58]1[CH:63]=[CH:62][CH:61]=[CH:60][CH:59]=1.[C:1]([O:7][CH2:8][N:9]1[C:13]2[N:14]=[CH:15][N:16]=[C:17]([C:18]3[CH:19]=[N:20][N:21]([C@@H:23]([CH:27]4[CH2:31][CH2:30][CH2:29][CH2:28]4)[CH2:24][C:25]#[N:26])[CH:22]=3)[C:12]=2[CH:11]=[CH:10]1)(=[O:6])[C:2]([CH3:4])([CH3:5])[CH3:3], predict the reactants needed to synthesize it. The reactants are: [C:1]([O:7][CH2:8][N:9]1[C:13]2[N:14]=[CH:15][N:16]=[C:17]([C:18]3[CH:19]=[N:20][N:21]([CH:23]([CH:27]4[CH2:31][CH2:30][CH2:29][CH2:28]4)[CH2:24][C:25]#[N:26])[CH:22]=3)[C:12]=2[CH:11]=[CH:10]1)(=[O:6])[C:2]([CH3:5])([CH3:4])[CH3:3].O1CCCC1.CC(C)=O.[CH:41]1[CH:46]=[CH:45][C:44]([C:47]([O:49][C@H:50]([C:64]([OH:66])=[O:65])[C@H:51]([O:55][C:56]([C:58]2[CH:63]=[CH:62][CH:61]=[CH:60][CH:59]=2)=[O:57])[C:52]([OH:54])=[O:53])=[O:48])=[CH:43][CH:42]=1. (6) The reactants are: [C:1]([O:5][C:6]([C:8]([CH3:23])([O:10][C:11]1[CH:16]=[CH:15][C:14]([CH2:17][CH2:18][CH2:19][C:20](O)=[O:21])=[CH:13][CH:12]=1)[CH3:9])=[O:7])([CH3:4])([CH3:3])[CH3:2].[CH3:24][C:25]1[C:30]([NH2:31])=[CH:29][CH:28]=[C:27]([C:32]2[CH:37]=[CH:36][C:35]([C:38]([F:41])([F:40])[F:39])=[CH:34][CH:33]=2)[N:26]=1. Given the product [C:1]([O:5][C:6](=[O:7])[C:8]([CH3:9])([O:10][C:11]1[CH:16]=[CH:15][C:14]([CH2:17][CH2:18][CH2:19][C:20](=[O:21])[NH:31][C:30]2[C:25]([CH3:24])=[N:26][C:27]([C:32]3[CH:37]=[CH:36][C:35]([C:38]([F:39])([F:41])[F:40])=[CH:34][CH:33]=3)=[CH:28][CH:29]=2)=[CH:13][CH:12]=1)[CH3:23])([CH3:3])([CH3:2])[CH3:4], predict the reactants needed to synthesize it. (7) Given the product [C:15]([NH:9][CH:10]([CH2:11][CH2:12][CH3:13])[C:1](=[O:2])[C:3]([O:5][CH2:6][CH3:7])=[O:4])(=[O:18])[CH3:20], predict the reactants needed to synthesize it. The reactants are: [C:1](Cl)([C:3]([O:5][CH2:6][CH3:7])=[O:4])=[O:2].[N:9]1C=[CH:13][CH:12]=[CH:11][CH:10]=1.[C:15](=[O:18])(O)[O-].[Na+].[CH2:20]1COCC1. (8) Given the product [C:1]([O:5][C:6]([N:8]1[CH2:16][C:15]2[C:10](=[CH:11][CH:12]=[C:13]([S:26][CH2:24][CH3:25])[CH:14]=2)[CH2:9]1)=[O:7])([CH3:4])([CH3:3])[CH3:2], predict the reactants needed to synthesize it. The reactants are: [C:1]([O:5][C:6]([N:8]1[CH2:16][C:15]2[C:10](=[CH:11][CH:12]=[C:13](Br)[CH:14]=2)[CH2:9]1)=[O:7])([CH3:4])([CH3:3])[CH3:2].CC(C)([O-])C.[Na+].[CH2:24]([SH:26])[CH3:25].